Dataset: HIV replication inhibition screening data with 41,000+ compounds from the AIDS Antiviral Screen. Task: Binary Classification. Given a drug SMILES string, predict its activity (active/inactive) in a high-throughput screening assay against a specified biological target. (1) The compound is CC(C)OC(=O)C1Cc2c([nH]c3ccccc23)C(c2ccccc2)N1. The result is 0 (inactive). (2) The result is 0 (inactive). The drug is O=C1C(=Cc2cccs2)NC(=S)N1CN1CCCC(CO)C1. (3) The molecule is CC(C)N(C(=O)C12C3C4C5C3C1(C(=O)N(C(C)C)C(C)C)C5C42)C(C)C. The result is 0 (inactive). (4) The molecule is COc1nc2c(c(O)c(C)c(=O)n2OC2OCC(OC(C)=O)C(OC(C)=O)C2OC(C)=O)c(=O)n1C. The result is 0 (inactive). (5) The molecule is O=C(O)C1CSCN1. The result is 0 (inactive). (6) The drug is Cc1ccc(NC(=O)CCc2cc(C(C)(C)C)nc(NC#N)n2)cc1C. The result is 0 (inactive). (7) The compound is O=C(O)c1cc(O)c(O)c(O)c1. The result is 0 (inactive). (8) The molecule is COc1cc2c3c(c1)nnn3C(=O)CCS2. The result is 0 (inactive). (9) The compound is COC1=C(N)C(=O)c2nc(C)ccc2C1=O. The result is 0 (inactive). (10) The molecule is CC(C)=CC[PH](CCCCCC[PH](CC=C(C)C)(c1ccccc1)c1ccccc1)(c1ccccc1)c1ccccc1. The result is 0 (inactive).